Task: Predict which catalyst facilitates the given reaction.. Dataset: Catalyst prediction with 721,799 reactions and 888 catalyst types from USPTO Reactant: [C:1]([N:4]1[CH2:9][CH2:8][NH:7][CH2:6][CH2:5]1)(=[O:3])[CH3:2].[CH:10]12[CH2:19][CH:14]3[CH2:15][CH:16]([CH2:18][CH:12]([CH2:13]3)[CH:11]1[NH:20][C:21]([C:23]1[C:24]([S:30][CH2:31][CH2:32][CH3:33])=[N:25][C:26](Cl)=[N:27][CH:28]=1)=[O:22])[CH2:17]2. Product: [C:1]([N:4]1[CH2:9][CH2:8][N:7]([C:26]2[N:25]=[C:24]([S:30][CH2:31][CH2:32][CH3:33])[C:23]([C:21]([NH:20][CH:11]3[CH:10]4[CH2:19][CH:14]5[CH2:15][CH:16]([CH2:18][CH:12]3[CH2:13]5)[CH2:17]4)=[O:22])=[CH:28][N:27]=2)[CH2:6][CH2:5]1)(=[O:3])[CH3:2]. The catalyst class is: 49.